Dataset: NCI-60 drug combinations with 297,098 pairs across 59 cell lines. Task: Regression. Given two drug SMILES strings and cell line genomic features, predict the synergy score measuring deviation from expected non-interaction effect. Drug 1: CC(C1=C(C=CC(=C1Cl)F)Cl)OC2=C(N=CC(=C2)C3=CN(N=C3)C4CCNCC4)N. Drug 2: CC12CCC(CC1=CCC3C2CCC4(C3CC=C4C5=CN=CC=C5)C)O. Cell line: RXF 393. Synergy scores: CSS=12.3, Synergy_ZIP=-2.61, Synergy_Bliss=-0.103, Synergy_Loewe=0.368, Synergy_HSA=1.02.